Dataset: Peptide-MHC class I binding affinity with 185,985 pairs from IEDB/IMGT. Task: Regression. Given a peptide amino acid sequence and an MHC pseudo amino acid sequence, predict their binding affinity value. This is MHC class I binding data. The peptide sequence is MEKTHNLMA. The MHC is HLA-A25:01 with pseudo-sequence HLA-A25:01. The binding affinity (normalized) is 0.0847.